This data is from Catalyst prediction with 721,799 reactions and 888 catalyst types from USPTO. The task is: Predict which catalyst facilitates the given reaction. (1) Reactant: [Li]CCCC.[CH2:6]([N:13]([CH2:20][C:21]1[CH:26]=[CH:25][CH:24]=[CH:23][CH:22]=1)[CH2:14][C:15]([O:17][CH2:18][CH3:19])=[O:16])[C:7]1[CH:12]=[CH:11][CH:10]=[CH:9][CH:8]=1.[CH3:27][C:28]([CH3:33])([CH3:32])[C:29](Cl)=[O:30]. Product: [CH2:20]([N:13]([CH2:6][C:7]1[CH:8]=[CH:9][CH:10]=[CH:11][CH:12]=1)[C@@H:14]([C:29](=[O:30])[C:28]([CH3:33])([CH3:32])[CH3:27])[C:15]([O:17][CH2:18][CH3:19])=[O:16])[C:21]1[CH:22]=[CH:23][CH:24]=[CH:25][CH:26]=1. The catalyst class is: 1. (2) Product: [Br:1][C:2]1[CH:3]=[CH:4][C:5]([Cl:16])=[C:6]([CH2:7][C:8]2[CH:13]=[CH:12][C:11]([O:14][CH:24]3[CH2:28][CH2:27][CH2:26][CH2:25]3)=[CH:10][CH:9]=2)[CH:15]=1. Reactant: [Br:1][C:2]1[CH:3]=[CH:4][C:5]([Cl:16])=[C:6]([CH:15]=1)[CH2:7][C:8]1[CH:13]=[CH:12][C:11]([OH:14])=[CH:10][CH:9]=1.C(=O)([O-])[O-].[Cs+].[Cs+].I[CH:24]1[CH2:28][CH2:27][CH2:26][CH2:25]1. The catalyst class is: 8. (3) Reactant: [NH2:1][CH:2]1[CH:7]([O:8][CH2:9][C:10]2[CH:15]=[CH:14][CH:13]=[CH:12][CH:11]=2)[CH:6]([O:16][CH2:17][C:18]2[CH:23]=[CH:22][CH:21]=[CH:20][CH:19]=2)[CH:5]([CH2:24][O:25][CH2:26][C:27]2[CH:32]=[CH:31][CH:30]=[CH:29][CH:28]=2)[CH2:4][CH:3]1[OH:33].Cl.[C:35](=N)(OC)[CH3:36]. Product: [CH2:9]([O:8][CH:7]1[CH:2]2[N:1]=[C:35]([CH3:36])[O:33][CH:3]2[CH2:4][CH:5]([CH2:24][O:25][CH2:26][C:27]2[CH:32]=[CH:31][CH:30]=[CH:29][CH:28]=2)[CH:6]1[O:16][CH2:17][C:18]1[CH:19]=[CH:20][CH:21]=[CH:22][CH:23]=1)[C:10]1[CH:11]=[CH:12][CH:13]=[CH:14][CH:15]=1. The catalyst class is: 2. (4) Reactant: [C:1]([C@@H:3]([NH:8][C:9]([C@@H:11]1[CH2:16][CH2:15][CH2:14][CH2:13][C@@H:12]1[NH:17][C:18]([C:20]1[N:21]([CH2:29][CH2:30][CH2:31]Cl)[C:22]2[C:27]([CH:28]=1)=[CH:26][CH:25]=[CH:24][CH:23]=2)=[O:19])=[O:10])[CH2:4][CH:5]([CH3:7])[CH3:6])#[N:2].[I-].[Na+].C(#N)C.[NH:38]1[CH2:43][CH2:42][CH2:41][CH2:40][CH2:39]1. Product: [C:1]([C@@H:3]([NH:8][C:9]([C@@H:11]1[CH2:16][CH2:15][CH2:14][CH2:13][C@@H:12]1[NH:17][C:18]([C:20]1[N:21]([CH2:29][CH2:30][CH2:31][N:38]2[CH2:43][CH2:42][CH2:41][CH2:40][CH2:39]2)[C:22]2[C:27]([CH:28]=1)=[CH:26][CH:25]=[CH:24][CH:23]=2)=[O:19])=[O:10])[CH2:4][CH:5]([CH3:7])[CH3:6])#[N:2]. The catalyst class is: 6. (5) Reactant: Cl.[C:2]([C:6]1[CH:26]=[CH:25][C:9]([C:10]([NH:12][C:13](=[S:24])NC2C=CC(NC)=CC=2Cl)=[O:11])=[CH:8][CH:7]=1)([CH3:5])([CH3:4])[CH3:3].[C:27]([O:31][C:32](=[O:43])[NH:33][C:34]1[CH:39]=[CH:38][C:37]([NH2:40])=[CH:36][C:35]=1[O:41][CH3:42])([CH3:30])([CH3:29])[CH3:28]. Product: [C:2]([C:6]1[CH:26]=[CH:25][C:9]([C:10]([NH:12][C:13]([NH:40][C:37]2[CH:38]=[CH:39][C:34]([NH:33][C:32](=[O:43])[O:31][C:27]([CH3:30])([CH3:29])[CH3:28])=[C:35]([O:41][CH3:42])[CH:36]=2)=[S:24])=[O:11])=[CH:8][CH:7]=1)([CH3:5])([CH3:3])[CH3:4]. The catalyst class is: 21. (6) Reactant: [Br:1][C:2]1[C:3]([Cl:12])=[CH:4][C:5]([OH:11])=[C:6]([CH:10]=1)[C:7]([OH:9])=O.C(N(CC)CC)C.CN(C(ON1N=NC2C=CC=NC1=2)=[N+](C)C)C.F[P-](F)(F)(F)(F)F.[O:44]([C:46]1[CH:53]=[CH:52][CH:51]=[CH:50][C:47]=1[NH:48][CH3:49])[CH3:45]. Product: [Br:1][C:2]1[C:3]([Cl:12])=[CH:4][C:5]([OH:11])=[C:6]([CH:10]=1)[C:7]([N:48]([C:47]1[CH:50]=[CH:51][CH:52]=[CH:53][C:46]=1[O:44][CH3:45])[CH3:49])=[O:9]. The catalyst class is: 229.